Dataset: Catalyst prediction with 721,799 reactions and 888 catalyst types from USPTO. Task: Predict which catalyst facilitates the given reaction. (1) Product: [CH2:1]([O:3][C:4](=[O:28])[CH:5]([C:22]1[CH:23]=[CH:24][CH:25]=[CH:26][CH:27]=1)[CH2:6][NH:7][CH2:8][CH2:9][C:10]([O:12][CH2:13][CH3:14])=[O:11])[CH3:2]. The catalyst class is: 19. Reactant: [CH2:1]([O:3][C:4](=[O:28])[CH:5]([C:22]1[CH:27]=[CH:26][CH:25]=[CH:24][CH:23]=1)[CH2:6][N:7](CC1C=CC=CC=1)[CH2:8][CH2:9][C:10]([O:12][CH2:13][CH3:14])=[O:11])[CH3:2].OCC1(OC[C@@H](O)[C@@H](O)[C@H]1O)O. (2) Reactant: C[O:2][C:3](=[O:36])[CH2:4][CH2:5][C:6]1[CH:11]=[CH:10][C:9]([O:12][CH2:13][CH2:14][CH:15]([O:18][C:19]2[CH:24]=[CH:23][C:22]([CH2:25][CH3:26])=[CH:21][C:20]=2[C:27](=[O:34])[C:28]2[CH:33]=[CH:32][CH:31]=[CH:30][CH:29]=2)[CH2:16][CH3:17])=[CH:8][C:7]=1[CH3:35].[OH-].[Na+]. Product: [C:27]([C:20]1[CH:21]=[C:22]([CH2:25][CH3:26])[CH:23]=[CH:24][C:19]=1[O:18][CH:15]([CH2:16][CH3:17])[CH2:14][CH2:13][O:12][C:9]1[CH:10]=[CH:11][C:6]([CH2:5][CH2:4][C:3]([OH:36])=[O:2])=[C:7]([CH3:35])[CH:8]=1)(=[O:34])[C:28]1[CH:29]=[CH:30][CH:31]=[CH:32][CH:33]=1. The catalyst class is: 8. (3) Reactant: [C:1]([O:5][C:6]([NH:8][CH:9]([C:34]1[CH:39]=[CH:38][CH:37]=[CH:36][CH:35]=1)[C:10]1[CH:11]=[C:12]([CH:31]=[CH:32][CH:33]=1)[O:13][CH2:14][CH:15]1[CH2:20][CH2:19][N:18](C(OCC2C=CC=CC=2)=O)[CH2:17][CH2:16]1)=[O:7])([CH3:4])([CH3:3])[CH3:2].CC1CC=CCC=1. Product: [C:1]([O:5][C:6](=[O:7])[NH:8][CH:9]([C:34]1[CH:39]=[CH:38][CH:37]=[CH:36][CH:35]=1)[C:10]1[CH:33]=[CH:32][CH:31]=[C:12]([O:13][CH2:14][CH:15]2[CH2:16][CH2:17][NH:18][CH2:19][CH2:20]2)[CH:11]=1)([CH3:4])([CH3:2])[CH3:3]. The catalyst class is: 29. (4) Reactant: [NH:1]1[C:9]2[C:4](=[CH:5][C:6]([C:10]3[C:18]4[C:13](=[N:14][CH:15]=[N:16][C:17]=4[NH2:19])[N:12]([CH3:20])[N:11]=3)=[CH:7][CH:8]=2)[CH2:3][CH2:2]1.[CH3:21][C:22]1[CH:27]=[CH:26][CH:25]=[CH:24][C:23]=1[CH2:28][C:29](O)=[O:30].CN(C(ON1N=NC2C=CC=NC1=2)=[N+](C)C)C.F[P-](F)(F)(F)(F)F.CCN(C(C)C)C(C)C. Product: [CH3:20][N:12]1[C:13]2=[N:14][CH:15]=[N:16][C:17]([NH2:19])=[C:18]2[C:10]([C:6]2[CH:5]=[C:4]3[C:9](=[CH:8][CH:7]=2)[N:1]([C:29](=[O:30])[CH2:28][C:23]2[CH:24]=[CH:25][CH:26]=[CH:27][C:22]=2[CH3:21])[CH2:2][CH2:3]3)=[N:11]1. The catalyst class is: 18. (5) Reactant: [Br:1][C:2]1[CH:10]=[C:9]2[C:5]([CH2:6][C:7](=[O:11])[NH:8]2)=[CH:4][CH:3]=1.[OH:12][CH2:13][CH2:14][CH2:15][C:16]1[C:17]2[CH2:27][CH2:26][CH2:25][CH2:24][CH2:23][C:18]=2[NH:19][C:20]=1[CH:21]=O.N1CCCCC1. Product: [Br:1][C:2]1[CH:10]=[C:9]2[C:5](/[C:6](=[CH:21]/[C:20]3[NH:19][C:18]4[CH2:23][CH2:24][CH2:25][CH2:26][CH2:27][C:17]=4[C:16]=3[CH2:15][CH2:14][CH2:13][OH:12])/[C:7](=[O:11])[NH:8]2)=[CH:4][CH:3]=1. The catalyst class is: 8. (6) Reactant: [Br:1]N1C(=O)CCC1=O.[C:9]([C:13]1[S:17][C:16]([C:18]([O:20][CH3:21])=[O:19])=[C:15]([CH3:22])[CH:14]=1)([CH3:12])([CH3:11])[CH3:10].CC(N=NC(C#N)(C)C)(C#N)C. Product: [Br:1][CH2:22][C:15]1[CH:14]=[C:13]([C:9]([CH3:12])([CH3:11])[CH3:10])[S:17][C:16]=1[C:18]([O:20][CH3:21])=[O:19]. The catalyst class is: 53. (7) Reactant: [Br:1][C:2]1[CH:3]=[CH:4][C:5]2[N:9]=[N:8][N:7]([CH2:10][C:11]3[N:16]=[N:15][C:14]([NH2:17])=[CH:13][CH:12]=3)[C:6]=2[CH:18]=1.[C:19]([O:23][C:24](=[O:30])[NH:25][C:26](=O)[CH2:27]Cl)([CH3:22])([CH3:21])[CH3:20]. Product: [C:19]([O:23][C:24](=[O:30])[NH:25][C:26]1[N:17]=[C:14]2[CH:13]=[CH:12][C:11]([CH2:10][N:7]3[C:6]4[CH:18]=[C:2]([Br:1])[CH:3]=[CH:4][C:5]=4[N:9]=[N:8]3)=[N:16][N:15]2[CH:27]=1)([CH3:22])([CH3:21])[CH3:20]. The catalyst class is: 44.